Predict the product of the given reaction. From a dataset of Forward reaction prediction with 1.9M reactions from USPTO patents (1976-2016). (1) Given the reactants [F:1][C:2]1[CH:3]=[C:4]([CH:42]=[CH:43][CH:44]=1)[CH2:5][N:6]1[CH:10]=[C:9]([C:11]2[C:19]3[C:14](=[N:15][CH:16]=[C:17]([C:20]4[CH:21]=[N:22][C:23]([N:26]5[CH2:31][CH2:30][NH:29][CH2:28][CH2:27]5)=[CH:24][CH:25]=4)[CH:18]=3)[N:13]([S:32]([C:35]3[CH:41]=[CH:40][C:38]([CH3:39])=[CH:37][CH:36]=3)(=[O:34])=[O:33])[CH:12]=2)[CH:8]=[N:7]1.FC1C=C(C=[CH:78][CH:79]=1)CN1C=C(C2C3C(=NC=C(C4C=NC(N5CCN(C)CC5)=CC=4)C=3)NC=2)C=N1.[C:80](=O)([O-])[O-:81].[K+].[K+], predict the reaction product. The product is: [F:1][C:2]1[CH:3]=[C:4]([CH:42]=[CH:43][CH:44]=1)[CH2:5][N:6]1[CH:10]=[C:9]([C:11]2[C:19]3[C:14](=[N:15][CH:16]=[C:17]([C:20]4[CH:21]=[N:22][C:23]([N:26]5[CH2:31][CH2:30][N:29]([CH2:78][CH2:79][O:81][CH3:80])[CH2:28][CH2:27]5)=[CH:24][CH:25]=4)[CH:18]=3)[N:13]([S:32]([C:35]3[CH:41]=[CH:40][C:38]([CH3:39])=[CH:37][CH:36]=3)(=[O:34])=[O:33])[CH:12]=2)[CH:8]=[N:7]1. (2) Given the reactants [NH2:1][NH:2][C:3]([C:5]1[C:10]([CH3:11])=[CH:9][CH:8]=[CH:7][N:6]=1)=[NH:4].[Cl:12][C:13]1[CH:14]=[CH:15][C:16]([OH:21])=[C:17]([CH:20]=1)[CH:18]=O, predict the reaction product. The product is: [Cl:12][C:13]1[CH:14]=[CH:15][C:16]([OH:21])=[C:17]([C:18]2[NH:1][N:2]=[C:3]([C:5]3[C:10]([CH3:11])=[CH:9][CH:8]=[CH:7][N:6]=3)[N:4]=2)[CH:20]=1. (3) Given the reactants [CH:1]1([N:5]2[CH2:10][CH2:9][N:8]([C:11]([C:13]3[CH:14]=[C:15]4[C:19](=[CH:20][CH:21]=3)[NH:18][C:17]([C:22]([N:24]3[CH2:29][CH2:28][C:27]([F:31])([F:30])[CH2:26][CH2:25]3)=[O:23])=[CH:16]4)=[O:12])[CH2:7][CH2:6]2)[CH2:4][CH2:3][CH2:2]1.[CH3:32][S:33]([NH:36][C:37]1[CH:42]=[CH:41][C:40](B(O)O)=[CH:39][CH:38]=1)(=[O:35])=[O:34].N1C=CC=CC=1, predict the reaction product. The product is: [CH:1]1([N:5]2[CH2:6][CH2:7][N:8]([C:11]([C:13]3[CH:14]=[C:15]4[C:19](=[CH:20][CH:21]=3)[N:18]([C:40]3[CH:39]=[CH:38][C:37]([NH:36][S:33]([CH3:32])(=[O:34])=[O:35])=[CH:42][CH:41]=3)[C:17]([C:22]([N:24]3[CH2:25][CH2:26][C:27]([F:30])([F:31])[CH2:28][CH2:29]3)=[O:23])=[CH:16]4)=[O:12])[CH2:9][CH2:10]2)[CH2:2][CH2:3][CH2:4]1. (4) Given the reactants [CH3:1][O:2][C:3]1[CH:8]=[CH:7][C:6]([CH2:9][CH:10]([C:16]([OH:18])=O)[CH2:11][C:12]([O:14][CH3:15])=[O:13])=[CH:5][CH:4]=1.C(N1C=CN=C1)(N1C=CN=C1)=O.[CH3:31][O:32][CH:33]([O:36][CH3:37])[CH2:34][NH2:35], predict the reaction product. The product is: [CH3:1][O:2][C:3]1[CH:4]=[CH:5][C:6]([CH2:9][CH:10]([C:16]([NH:35][CH2:34][CH:33]([O:36][CH3:37])[O:32][CH3:31])=[O:18])[CH2:11][C:12]([O:14][CH3:15])=[O:13])=[CH:7][CH:8]=1. (5) Given the reactants [CH:1]([C:4]1[CH:9]=[CH:8][CH:7]=[CH:6][C:5]=1[NH:10][C:11]([NH2:13])=[S:12])([CH3:3])[CH3:2].[CH2:14]([I:16])[CH3:15], predict the reaction product. The product is: [IH:16].[CH2:14]([S:12][C:11](=[NH:13])[NH:10][C:5]1[CH:6]=[CH:7][CH:8]=[CH:9][C:4]=1[CH:1]([CH3:3])[CH3:2])[CH3:15]. (6) The product is: [Br:35][CH2:22][C:19](=[O:21])[CH2:18][C:15]1[CH:14]=[CH:13][C:12]([CH2:11][CH2:10][C:8]2[N:9]=[C:5]([NH:4][C:1](=[O:3])[CH3:2])[S:6][CH:7]=2)=[CH:17][CH:16]=1. Given the reactants [C:1]([NH:4][C:5]1[S:6][CH:7]=[C:8]([CH2:10][CH2:11][C:12]2[CH:17]=[CH:16][C:15]([CH2:18][C:19]([OH:21])=O)=[CH:14][CH:13]=2)[N:9]=1)(=[O:3])[CH3:2].[C:22](Cl)(=O)C(Cl)=O.C[Si](C=[N+]=[N-])(C)C.[BrH:35].C(=O)([O-])O.[Na+], predict the reaction product. (7) The product is: [CH3:27][CH:8]([CH:7]([C:1]1[CH:2]=[CH:3][CH:4]=[CH:5][CH:6]=1)[C:17]1[CH:18]=[CH:19][CH:20]=[CH:21][CH:22]=1)[C:9]([C:11]1[CH:16]=[CH:15][N:14]=[CH:13][CH:12]=1)=[O:10]. Given the reactants [C:1]1([CH:7]([C:17]2[CH:22]=[CH:21][CH:20]=[CH:19][CH:18]=2)[CH2:8][C:9]([C:11]2[CH:16]=[CH:15][N:14]=[CH:13][CH:12]=2)=[O:10])[CH:6]=[CH:5][CH:4]=[CH:3][CH:2]=1.[H-].[Na+].IC.[CH3:27]N(C)C(=O)C, predict the reaction product. (8) Given the reactants C(P(=O)(OCC)OCC)#N.C(N(CC)CC)C.[Cl:18][C:19]1[CH:20]=[CH:21][C:22]2[N:28]([CH2:29][C:30]([CH3:34])([CH3:33])[CH2:31][OH:32])[C:27](=O)[C@@H:26]([CH2:36][C:37](O)=[O:38])[O:25][C@H:24]([C:40]3[CH:45]=[CH:44][CH:43]=[C:42]([O:46][CH3:47])[C:41]=3[O:48][CH3:49])[C:23]=2[CH:50]=1.Cl.[CH2:52]([O:54][C:55](=[O:62])[C@H:56]([CH2:58][CH:59]([CH3:61])[CH3:60])[NH2:57])[CH3:53], predict the reaction product. The product is: [CH2:52]([O:54][C:55](=[O:62])[C@H:56]([CH2:58][CH:59]([CH3:61])[CH3:60])[NH:57][C:37](=[O:38])[CH2:36][C@H:26]1[O:25][C@H:24]([C:40]2[CH:45]=[CH:44][CH:43]=[C:42]([O:46][CH3:47])[C:41]=2[O:48][CH3:49])[C:23]2[CH:50]=[C:19]([Cl:18])[CH:20]=[CH:21][C:22]=2[N:28]([CH2:29][C:30]([CH3:33])([CH3:34])[CH2:31][OH:32])[CH2:27]1)[CH3:53].